Dataset: Forward reaction prediction with 1.9M reactions from USPTO patents (1976-2016). Task: Predict the product of the given reaction. (1) Given the reactants [CH2:1]([C:5]1[C:9]([CH2:10][O:11][C:12]2[CH:20]=[CH:19][C:15]([C:16]([OH:18])=O)=[CH:14][N:13]=2)=[CH:8][O:7][N:6]=1)[CH2:2][CH2:3][CH3:4].C(C1C(COC2C=CC(C(O)=O)=CN=2)=C(C)ON=1)CCC.[NH2:42][C@@H:43]([CH3:46])[CH2:44][OH:45], predict the reaction product. The product is: [CH2:1]([C:5]1[C:9]([CH2:10][O:11][C:12]2[CH:20]=[CH:19][C:15]([C:16]([NH:42][C@@H:43]([CH3:46])[CH2:44][OH:45])=[O:18])=[CH:14][N:13]=2)=[CH:8][O:7][N:6]=1)[CH2:2][CH2:3][CH3:4]. (2) Given the reactants CN(C)S([N:6]1[CH:10]=[CH:9][N:8]=[CH:7]1)(=O)=O.C([Li])CCC.Br[C:18]1[CH:23]=[CH:22][C:21]([C:24]23[CH2:31][N:28]([CH2:29][CH2:30]2)[CH2:27][CH2:26][CH2:25]3)=[CH:20][N:19]=1.[OH-].[Na+], predict the reaction product. The product is: [NH:8]1[CH:9]=[CH:10][N:6]=[C:7]1[C:18]1[CH:23]=[CH:22][C:21]([C:24]23[CH2:31][N:28]([CH2:29][CH2:30]2)[CH2:27][CH2:26][CH2:25]3)=[CH:20][N:19]=1.